From a dataset of Forward reaction prediction with 1.9M reactions from USPTO patents (1976-2016). Predict the product of the given reaction. (1) Given the reactants [C:1]([C@H:5]([NH:9][NH:10][C:11](=[O:21])[C:12]1[CH:17]=[CH:16][CH:15]=[C:14]([O:18][CH3:19])[C:13]=1[CH3:20])[CH2:6][CH2:7][CH3:8])([CH3:4])([CH3:3])[CH3:2].[CH3:22][O:23][C:24]1[CH:25]=[C:26]([CH:30]=[C:31]([O:34][CH3:35])[C:32]=1[CH3:33])[C:27](Cl)=[O:28].C([O-])([O-])=O.[K+].[K+], predict the reaction product. The product is: [C:1]([C@H:5]([N:9]([C:27](=[O:28])[C:26]1[CH:30]=[C:31]([O:34][CH3:35])[C:32]([CH3:33])=[C:24]([O:23][CH3:22])[CH:25]=1)[NH:10][C:11](=[O:21])[C:12]1[CH:17]=[CH:16][CH:15]=[C:14]([O:18][CH3:19])[C:13]=1[CH3:20])[CH2:6][CH2:7][CH3:8])([CH3:2])([CH3:3])[CH3:4]. (2) Given the reactants [Br:1][C:2]1[CH:7]=[CH:6][C:5]([C:8]2[N:9]=[CH:10][NH:11][CH:12]=2)=[CH:4][CH:3]=1.IC.[C:15](=O)([O-])[O-].[Cs+].[Cs+].CCOC(C)=O, predict the reaction product. The product is: [Br:1][C:2]1[CH:3]=[CH:4][C:5]([C:8]2[N:9]=[CH:10][N:11]([CH3:15])[CH:12]=2)=[CH:6][CH:7]=1. (3) Given the reactants C(Cl)(=O)C(Cl)=O.[C:7]([CH2:10][CH2:11][CH2:12][O:13][C:14]1[CH:23]=[C:22]2[C:17]([C:18]([NH:24][C:25]3[CH:30]=[CH:29][C:28]([Cl:31])=[CH:27][C:26]=3[F:32])=[N:19][CH:20]=[N:21]2)=[CH:16][C:15]=1[O:33][CH3:34])(O)=[O:8].[NH:35]1[CH2:39][CH2:38][CH2:37][CH2:36]1, predict the reaction product. The product is: [Cl:31][C:28]1[CH:29]=[CH:30][C:25]([NH:24][C:18]2[C:17]3[C:22](=[CH:23][C:14]([O:13][CH2:12][CH2:11][CH2:10][C:7]([N:35]4[CH2:39][CH2:38][CH2:37][CH2:36]4)=[O:8])=[C:15]([O:33][CH3:34])[CH:16]=3)[N:21]=[CH:20][N:19]=2)=[C:26]([F:32])[CH:27]=1. (4) Given the reactants FC(F)(F)S(O[C:7]1[C@@:11]2([CH3:28])[CH2:12][CH2:13][C@H:14]3[C@H:23]([C@@H:10]2[CH2:9][CH:8]=1)[CH2:22][CH:21]=[C:20]1[C@:15]3([CH3:27])[CH2:16][CH2:17][C:18](=[O:26])[N:19]1[CH2:24][CH3:25])(=O)=O.[N:31]1[CH:36]=[C:35](B(O)O)[CH:34]=[N:33][CH:32]=1.C([O-])(=O)C.[Na+].O, predict the reaction product. The product is: [CH2:24]([N:19]1[C:20]2[C@@:15]([CH3:27])([C@H:14]3[CH2:13][CH2:12][C@@:11]4([CH3:28])[C@@H:10]([CH2:9][CH:8]=[C:7]4[C:35]4[CH:36]=[N:31][CH:32]=[N:33][CH:34]=4)[C@@H:23]3[CH2:22][CH:21]=2)[CH2:16][CH2:17][C:18]1=[O:26])[CH3:25]. (5) Given the reactants [Br:1][C:2]1[C:11]2[C:10]([CH3:13])([CH3:12])[CH2:9][CH:8]=[C:7]([CH:14]([CH2:16][CH3:17])[CH3:15])[C:6]=2[CH:5]=[C:4](/[C:18](/[CH2:23][CH3:24])=[C:19](/[F:22])\[CH2:20][OH:21])[C:3]=1[O:25][CH2:26][CH3:27].C[N+]1([O-])CCOCC1.ClCCl, predict the reaction product. The product is: [Br:1][C:2]1[C:11]2[C:10]([CH3:13])([CH3:12])[CH2:9][CH:8]=[C:7]([CH:14]([CH2:16][CH3:17])[CH3:15])[C:6]=2[CH:5]=[C:4](/[C:18](/[CH2:23][CH3:24])=[C:19](/[F:22])\[CH:20]=[O:21])[C:3]=1[O:25][CH2:26][CH3:27]. (6) Given the reactants COC1C=C(OC)C=CC=1C[NH:6][C:7]1[S:11][C:10]([C:12]([O:14][CH3:15])=[O:13])=[CH:9][C:8]=1[N+:16]([O-:18])=[O:17], predict the reaction product. The product is: [NH2:6][C:7]1[S:11][C:10]([C:12]([O:14][CH3:15])=[O:13])=[CH:9][C:8]=1[N+:16]([O-:18])=[O:17]. (7) Given the reactants [CH3:1][CH:2]([O:4][C:5](=[O:29])[NH:6][C@@H:7]1[CH2:12][CH2:11][CH2:10][N:9]([C:13]2[CH:18]=[C:17]([C:19]3[CH:24]=[CH:23][C:22]([C:25]#[N:26])=[C:21](F)[CH:20]=3)[N:16]=[C:15]([NH2:28])[N:14]=2)[CH2:8]1)[CH3:3].[NH2:30][NH2:31], predict the reaction product. The product is: [CH3:3][CH:2]([O:4][C:5](=[O:29])[NH:6][C@@H:7]1[CH2:12][CH2:11][CH2:10][N:9]([C:13]2[CH:18]=[C:17]([C:19]3[CH:24]=[C:23]4[C:22]([C:25]([NH2:26])=[N:30][NH:31]4)=[CH:21][CH:20]=3)[N:16]=[C:15]([NH2:28])[N:14]=2)[CH2:8]1)[CH3:1].